The task is: Predict hERG channel inhibition at various concentrations.. This data is from hERG Central: cardiac toxicity at 1µM, 10µM, and general inhibition. (1) The drug is CCOC(=O)C1CCN(S(=O)(=O)c2ccc3oc(=O)ccc3c2)CC1. Results: hERG_inhib (hERG inhibition (general)): blocker. (2) The drug is CN1CCN(/N=C/c2c(O)n(CCC3=CCCCC3)c(=S)[nH]c2=O)CC1. Results: hERG_inhib (hERG inhibition (general)): blocker. (3) The molecule is CCCN1CCC(Oc2cccc(C(=O)NCCc3ccccc3)c2)CC1. Results: hERG_inhib (hERG inhibition (general)): blocker. (4) The drug is CCOc1cccc(CN2CCCC(C(=O)c3cc(Cl)ccc3OC)C2)c1O. Results: hERG_inhib (hERG inhibition (general)): blocker. (5) Results: hERG_inhib (hERG inhibition (general)): blocker. The drug is COc1cc(NC(=O)C/C(C)=N/NC(=O)C(=O)NC2CCCCC2)c(OC)cc1Cl.